This data is from Full USPTO retrosynthesis dataset with 1.9M reactions from patents (1976-2016). The task is: Predict the reactants needed to synthesize the given product. Given the product [F:16][C:13]1[CH:14]=[CH:15][C:10]([CH:9]=[O:3])=[CH:11][C:12]=1[O:17][C:18]1[CH:23]=[CH:22][CH:21]=[CH:20][CH:19]=1, predict the reactants needed to synthesize it. The reactants are: [Na].[N+](CCC)([O-])=[O:3].Br[CH2:9][C:10]1[CH:15]=[CH:14][C:13]([F:16])=[C:12]([O:17][C:18]2[CH:23]=[CH:22][CH:21]=[CH:20][CH:19]=2)[CH:11]=1.